This data is from Catalyst prediction with 721,799 reactions and 888 catalyst types from USPTO. The task is: Predict which catalyst facilitates the given reaction. (1) Reactant: [Cl:1][C:2]1[CH:7]=[CH:6][CH:5]=[CH:4][C:3]=1[C:8]([CH:10]1[CH2:15][CH2:14][N:13]([C:16]2[CH:20]=[C:19]([C:21]3[N:22]=[N:23][N:24]([CH2:26][C:27]([O:29]C(C)(C)C)=[O:28])[N:25]=3)[O:18][N:17]=2)[CH2:12][CH2:11]1)=[O:9].C(O)=O. Product: [Cl:1][C:2]1[CH:7]=[CH:6][CH:5]=[CH:4][C:3]=1[C:8]([CH:10]1[CH2:15][CH2:14][N:13]([C:16]2[CH:20]=[C:19]([C:21]3[N:22]=[N:23][N:24]([CH2:26][C:27]([OH:29])=[O:28])[N:25]=3)[O:18][N:17]=2)[CH2:12][CH2:11]1)=[O:9]. The catalyst class is: 6. (2) Reactant: [CH2:1]([C:4]1([CH3:28])[C:9]2[N:10]([CH2:18][C:19]([C:21]3[CH:26]=[CH:25][N:24]=[CH:23][CH:22]=3)=C)[C:11]3[CH:12]=[CH:13][C:14]([CH3:17])=[CH:15][C:16]=3[C:8]=2[CH2:7][N:6]([CH3:27])[CH2:5]1)[CH:2]=C. Product: [CH3:27][N:6]1[CH2:5][C:4]2([CH3:28])[CH2:1][CH:2]=[C:19]([C:21]3[CH:22]=[CH:23][N:24]=[CH:25][CH:26]=3)[CH2:18][N:10]3[C:9]2=[C:8]([C:16]2[CH:15]=[C:14]([CH3:17])[CH:13]=[CH:12][C:11]=23)[CH2:7]1. The catalyst class is: 2.